Dataset: Full USPTO retrosynthesis dataset with 1.9M reactions from patents (1976-2016). Task: Predict the reactants needed to synthesize the given product. (1) Given the product [Cl:1][C:2]1[CH:3]=[C:4]([CH:14]=[C:15]([Cl:18])[C:16]=1[Cl:17])[CH2:5][N:6]1[CH:10]=[C:9]([C:11]2[N:25]=[C:20]3[CH:21]=[N:22][CH:23]=[CH:24][N:19]3[CH:12]=2)[N:8]=[N:7]1, predict the reactants needed to synthesize it. The reactants are: [Cl:1][C:2]1[CH:3]=[C:4]([CH:14]=[C:15]([Cl:18])[C:16]=1[Cl:17])[CH2:5][N:6]1[CH:10]=[C:9]([C:11](=O)[CH3:12])[N:8]=[N:7]1.[N:19]1[CH:24]=[CH:23][N:22]=[CH:21][C:20]=1[NH2:25]. (2) Given the product [F:25][C:3]1[C:2]([CH:26]=[CH2:27])=[CH:24][C:6]2[C:7]3[N:11]([CH2:12][CH2:13][O:14][C:5]=2[CH:4]=1)[CH:10]=[C:9]([C:15]1[N:16]([CH:21]([CH3:23])[CH3:22])[N:17]=[C:18]([CH3:20])[N:19]=1)[N:8]=3, predict the reactants needed to synthesize it. The reactants are: Br[C:2]1[C:3]([F:25])=[CH:4][C:5]2[O:14][CH2:13][CH2:12][N:11]3[C:7](=[N:8][C:9]([C:15]4[N:16]([CH:21]([CH3:23])[CH3:22])[N:17]=[C:18]([CH3:20])[N:19]=4)=[CH:10]3)[C:6]=2[CH:24]=1.[CH:26]([B-](F)(F)F)=[CH2:27].[K+].C(N(CC)CC)C. (3) Given the product [Br:1][C:2]1[CH:7]=[C:6]([O:8][CH3:9])[C:5]([O:10][CH2:11][C:12]2[CH:13]=[CH:14][C:15]([O:18][CH3:19])=[CH:16][CH:17]=2)=[CH:4][C:3]=1[C:20](/[C:21](=[CH:28]/[NH:43][C@@H:44]([C:45]([CH3:48])([CH3:47])[CH3:46])[CH2:49][OH:50])/[C:22]([O:24][CH2:25][CH3:26])=[O:23])=[O:27], predict the reactants needed to synthesize it. The reactants are: [Br:1][C:2]1[CH:7]=[C:6]([O:8][CH3:9])[C:5]([O:10][CH2:11][C:12]2[CH:17]=[CH:16][C:15]([O:18][CH3:19])=[CH:14][CH:13]=2)=[CH:4][C:3]=1[C:20](=[O:27])[CH2:21][C:22]([O:24][CH2:25][CH3:26])=[O:23].[CH3:28]C(N(C)C)=O.CN(C=O)C.C(O)(=O)C.[NH2:43][C@H:44]([CH2:49][OH:50])[C:45]([CH3:48])([CH3:47])[CH3:46].